From a dataset of Forward reaction prediction with 1.9M reactions from USPTO patents (1976-2016). Predict the product of the given reaction. (1) Given the reactants [NH2:1][C:2](=O)[C@@H:3]([NH:22][C:23]([C:25]1([NH:31][C:32](=[O:38])[O:33][C:34]([CH3:37])([CH3:36])[CH3:35])[CH2:30][CH2:29][O:28][CH2:27][CH2:26]1)=[O:24])[CH2:4][C:5]1[CH:10]=[CH:9][C:8]([C:11]2[CH:19]=[C:18]3[C:14]([CH2:15][C:16](=[O:21])[N:17]3[CH3:20])=[CH:13][CH:12]=2)=[CH:7][CH:6]=1.CC[N+](S(N=C(OC)[O-])(=O)=O)(CC)CC, predict the reaction product. The product is: [C:2]([C@@H:3]([NH:22][C:23]([C:25]1([NH:31][C:32](=[O:38])[O:33][C:34]([CH3:36])([CH3:35])[CH3:37])[CH2:26][CH2:27][O:28][CH2:29][CH2:30]1)=[O:24])[CH2:4][C:5]1[CH:10]=[CH:9][C:8]([C:11]2[CH:19]=[C:18]3[C:14]([CH2:15][C:16](=[O:21])[N:17]3[CH3:20])=[CH:13][CH:12]=2)=[CH:7][CH:6]=1)#[N:1]. (2) Given the reactants [NH2:1][C:2]1[C:7]([NH2:8])=[CH:6][CH:5]=[CH:4][N:3]=1.Cl[CH2:10][C:11]([CH2:13][C:14](=O)[CH3:15])=[O:12], predict the reaction product. The product is: [NH2:8][C:7]1[C:2]2[N:3]([C:13]([C:11](=[O:12])[CH3:10])=[C:14]([CH3:15])[N:1]=2)[CH:4]=[CH:5][CH:6]=1. (3) Given the reactants [CH3:1][O:2][CH2:3][CH2:4][CH2:5][C:6]1[CH:15]=[C:14]([CH2:16][OH:17])[C:13]2[C:8](=[CH:9][CH:10]=[CH:11][CH:12]=2)[N:7]=1.CC(OI1(OC(C)=O)(OC(C)=O)OC(=O)C2C=CC=CC1=2)=O, predict the reaction product. The product is: [CH3:1][O:2][CH2:3][CH2:4][CH2:5][C:6]1[CH:15]=[C:14]([CH:16]=[O:17])[C:13]2[C:8](=[CH:9][CH:10]=[CH:11][CH:12]=2)[N:7]=1. (4) Given the reactants [Br:1][C:2]1[CH:7]=[CH:6][C:5]([S:8](Cl)(=[O:10])=[O:9])=[C:4]([C:12]([F:15])([F:14])[F:13])[CH:3]=1.[NH:16]1[CH2:21][CH2:20][O:19][CH2:18][CH2:17]1.C(N(CC)CC)C.C(OCC)(=O)C, predict the reaction product. The product is: [Br:1][C:2]1[CH:7]=[CH:6][C:5]([S:8]([N:16]2[CH2:21][CH2:20][O:19][CH2:18][CH2:17]2)(=[O:10])=[O:9])=[C:4]([C:12]([F:15])([F:14])[F:13])[CH:3]=1. (5) Given the reactants CCCC[N+](CCCC)(CCCC)CCCC.[F-].[S:19]1[C:23]([C:24]([N:26]2[CH2:31][C:30]3([CH2:36][CH2:35][N:34]([CH2:37][C:38]4[CH:43]=[CH:42][CH:41]=[C:40]([CH2:44][CH2:45][O:46][Si](C(C)(C)C)(C)C)[C:39]=4[F:54])[CH2:33][CH2:32]3)[O:29][CH2:28][CH2:27]2)=[O:25])=[CH:22][C:21]2[CH:55]=[CH:56][CH:57]=[CH:58][C:20]1=2, predict the reaction product. The product is: [S:19]1[C:23]([C:24]([N:26]2[CH2:31][C:30]3([CH2:36][CH2:35][N:34]([CH2:37][C:38]4[CH:43]=[CH:42][CH:41]=[C:40]([CH2:44][CH2:45][OH:46])[C:39]=4[F:54])[CH2:33][CH2:32]3)[O:29][CH2:28][CH2:27]2)=[O:25])=[CH:22][C:21]2[CH:55]=[CH:56][CH:57]=[CH:58][C:20]1=2. (6) The product is: [Br:1][C@H:2]([CH2:6][C:7]1[CH:12]=[CH:11][CH:10]=[CH:9][CH:8]=1)[C:3]([O-:5])=[O:4].[Li+:21]. Given the reactants [Br:1][C@H:2]([CH2:6][C:7]1[CH:12]=[CH:11][CH:10]=[CH:9][CH:8]=1)[C:3]([OH:5])=[O:4].C1(C)C=CC=CC=1.[OH-].[Li+:21], predict the reaction product.